The task is: Predict which catalyst facilitates the given reaction.. This data is from Catalyst prediction with 721,799 reactions and 888 catalyst types from USPTO. (1) Reactant: ClCCl.Cl.[F:5][C:6]([F:17])([F:16])[C:7]([N:9]1[CH2:14][CH2:13][CH:12]([NH2:15])[CH2:11][CH2:10]1)=[O:8].[O:18]1[C:23]2[CH:24]=[CH:25][C:26]([CH:28]=O)=[CH:27][C:22]=2[O:21][CH2:20][CH2:19]1.C(O[BH-](OC(=O)C)OC(=O)C)(=O)C.[Na+]. Product: [O:18]1[C:23]2[CH:24]=[CH:25][C:26]([CH2:28][NH:15][CH:12]3[CH2:13][CH2:14][N:9]([C:7](=[O:8])[C:6]([F:5])([F:16])[F:17])[CH2:10][CH2:11]3)=[CH:27][C:22]=2[O:21][CH2:20][CH2:19]1. The catalyst class is: 15. (2) Reactant: [Br:1][CH:2]1[CH2:11][CH2:10][C:9]2[C:4](=[CH:5][C:6]([O:13][CH3:14])=[CH:7][C:8]=2[CH3:12])[C:3]1=[O:15].[BH4-].[Na+]. Product: [Br:1][CH:2]1[CH2:11][CH2:10][C:9]2[C:4](=[CH:5][C:6]([O:13][CH3:14])=[CH:7][C:8]=2[CH3:12])[CH:3]1[OH:15]. The catalyst class is: 5. (3) Reactant: [OH:1][C@H:2]([CH3:6])[C:3](O)=[O:4].[F:7][C:8]1[CH:13]=[CH:12][C:11]([N:14]2[C:22]3[C:17](=[CH:18][C:19]([O:23][C@H:24]([C:28]4[CH:33]=[CH:32][CH:31]=[C:30]([O:34][CH3:35])[CH:29]=4)[C@@H:25]([NH2:27])[CH3:26])=[CH:20][CH:21]=3)[CH:16]=[N:15]2)=[CH:10][CH:9]=1. Product: [F:7][C:8]1[CH:9]=[CH:10][C:11]([N:14]2[C:22]3[C:17](=[CH:18][C:19]([O:23][C@H:24]([C:28]4[CH:33]=[CH:32][CH:31]=[C:30]([O:34][CH3:35])[CH:29]=4)[C@@H:25]([NH:27][C:3](=[O:4])[C@H:2]([OH:1])[CH3:6])[CH3:26])=[CH:20][CH:21]=3)[CH:16]=[N:15]2)=[CH:12][CH:13]=1. The catalyst class is: 1. (4) Reactant: [CH:1]1([NH:4][C:5](=[C:8]([C:11]#[N:12])[C:9]#[N:10])SC)[CH2:3][CH2:2]1.O.[NH2:14][NH2:15]. Product: [NH2:10][C:9]1[NH:15][N:14]=[C:5]([NH:4][CH:1]2[CH2:3][CH2:2]2)[C:8]=1[C:11]#[N:12]. The catalyst class is: 14. (5) Reactant: [CH3:1][O:2][C:3]1[N:8]=[N:7][C:6]([NH2:9])=[CH:5][CH:4]=1.[CH3:10][C:11]1[C:15]([CH2:16][O:17][C:18]2[CH:23]=[CH:22][C:21]([S:24](Cl)(=[O:26])=[O:25])=[CH:20][CH:19]=2)=[C:14]([CH3:28])[O:13][N:12]=1. Product: [CH3:10][C:11]1[C:15]([CH2:16][O:17][C:18]2[CH:19]=[CH:20][C:21]([S:24]([NH:9][C:6]3[N:7]=[N:8][C:3]([O:2][CH3:1])=[CH:4][CH:5]=3)(=[O:26])=[O:25])=[CH:22][CH:23]=2)=[C:14]([CH3:28])[O:13][N:12]=1. The catalyst class is: 17. (6) Reactant: C([O:5][C:6]([N:8]1[CH2:13][CH2:12][CH:11]([CH:14]([NH:27][CH3:28])[C@@:15]2([CH3:26])[O:19][C:18]3=[N:20][C:21]([N+:23]([O-:25])=[O:24])=[CH:22][N:17]3[CH2:16]2)[CH2:10][CH2:9]1)=[O:7])(C)(C)C.FC(F)(F)C(O)=O.[F:36][C:37]([F:47])([F:46])[C:38]1[CH:45]=[CH:44][C:41]([CH2:42]O)=[CH:40][CH:39]=1.C(N1C=CN=C1)(N1C=CN=C1)=O. Product: [F:36][C:37]([F:46])([F:47])[C:38]1[CH:45]=[CH:44][C:41]([CH2:42][O:5][C:6]([N:8]2[CH2:13][CH2:12][CH:11]([CH:14]([NH:27][CH3:28])[C@@:15]3([CH3:26])[O:19][C:18]4=[N:20][C:21]([N+:23]([O-:25])=[O:24])=[CH:22][N:17]4[CH2:16]3)[CH2:10][CH2:9]2)=[O:7])=[CH:40][CH:39]=1. The catalyst class is: 606. (7) Reactant: [F:1][CH:2]([F:26])[O:3][C:4]1[CH:9]=[CH:8][C:7]([C:10]2[CH:11]=[N:12][C:13]([NH:16][C:17]3[CH:18]=[N:19][CH:20]=[C:21]([CH:25]=3)[C:22]([OH:24])=O)=[N:14][CH:15]=2)=[CH:6][CH:5]=1.CN(C(ON1N=NC2C=CC=NC1=2)=[N+](C)C)C.F[P-](F)(F)(F)(F)F.CCN(C(C)C)C(C)C.[C:60]([N:67]1[CH2:72][CH2:71][NH:70][CH2:69][CH2:68]1)([O:62][C:63]([CH3:66])([CH3:65])[CH3:64])=[O:61]. Product: [F:26][CH:2]([F:1])[O:3][C:4]1[CH:9]=[CH:8][C:7]([C:10]2[CH:11]=[N:12][C:13]([NH:16][C:17]3[CH:18]=[N:19][CH:20]=[C:21]([CH:25]=3)[C:22]([N:70]3[CH2:69][CH2:68][N:67]([C:60]([O:62][C:63]([CH3:66])([CH3:65])[CH3:64])=[O:61])[CH2:72][CH2:71]3)=[O:24])=[N:14][CH:15]=2)=[CH:6][CH:5]=1. The catalyst class is: 3. (8) Reactant: [Cl:1][C:2]1[CH:8]=[CH:7][CH:6]=[C:5]([N+:9]([O-])=O)[C:3]=1[NH2:4]. Product: [Cl:1][C:2]1[CH:8]=[CH:7][CH:6]=[C:5]([NH2:9])[C:3]=1[NH2:4]. The catalyst class is: 19. (9) Reactant: Br[C:2]1[N:6]2[N:7]=[CH:8][C:9]([C:11]3[CH:16]=[CH:15][N:14]([CH2:17][CH2:18][CH2:19][N:20]4[CH2:25][CH2:24][CH2:23][CH2:22][CH2:21]4)[C:13](=[O:26])[CH:12]=3)=[CH:10][C:5]2=[N:4][CH:3]=1.[N:27]1([C:32]2[CH:33]=[C:34](B(O)O)[CH:35]=[CH:36][CH:37]=2)[CH:31]=[CH:30][CH:29]=[N:28]1.C([O-])([O-])=O.[Na+].[Na+]. Product: [N:20]1([CH2:19][CH2:18][CH2:17][N:14]2[CH:15]=[CH:16][C:11]([C:9]3[CH:8]=[N:7][N:6]4[C:2]([C:36]5[CH:35]=[CH:34][CH:33]=[C:32]([N:27]6[CH:31]=[CH:30][CH:29]=[N:28]6)[CH:37]=5)=[CH:3][N:4]=[C:5]4[CH:10]=3)=[CH:12][C:13]2=[O:26])[CH2:25][CH2:24][CH2:23][CH2:22][CH2:21]1. The catalyst class is: 600. (10) Reactant: [CH3:1][O:2][C:3]1[CH:8]=[CH:7][CH:6]=[CH:5][C:4]=1[SH:9].C(=O)([O-])[O-].[K+].[K+].[CH2:16]([O:18][CH:19]([O:22][CH2:23][CH3:24])[CH2:20]Br)[CH3:17]. Product: [CH2:16]([O:18][CH:19]([O:22][CH2:23][CH3:24])[CH2:20][S:9][C:4]1[CH:5]=[CH:6][CH:7]=[CH:8][C:3]=1[O:2][CH3:1])[CH3:17]. The catalyst class is: 35.